From a dataset of Peptide-MHC class I binding affinity with 185,985 pairs from IEDB/IMGT. Regression. Given a peptide amino acid sequence and an MHC pseudo amino acid sequence, predict their binding affinity value. This is MHC class I binding data. (1) The peptide sequence is SSASTITSPV. The MHC is Mamu-A01 with pseudo-sequence Mamu-A01. The binding affinity (normalized) is 0.250. (2) The peptide sequence is KVGFIMLFH. The MHC is HLA-B18:01 with pseudo-sequence HLA-B18:01. The binding affinity (normalized) is 0.0847. (3) The peptide sequence is RQWFLDLPL. The MHC is HLA-B27:05 with pseudo-sequence HLA-B27:05. The binding affinity (normalized) is 0.680.